Dataset: Full USPTO retrosynthesis dataset with 1.9M reactions from patents (1976-2016). Task: Predict the reactants needed to synthesize the given product. The reactants are: [F:1][C:2]1[CH:7]=[CH:6][CH:5]=[CH:4][C:3]=1[C:8]1[N:17]2[C:11]([CH2:12][C:13](=[O:35])[N:14]([CH2:22][C:23]([N:25]([CH:32]([CH3:34])[CH3:33])[C:26]3[CH:31]=[CH:30][CH:29]=[CH:28][CH:27]=3)=[O:24])[C:15]3[CH:21]=[CH:20][CH:19]=[CH:18][C:16]=32)=[N:10][N:9]=1.[NH:36]1[C:44]2[C:39](=[CH:40][CH:41]=[CH:42][CH:43]=2)[C:38]([CH:45]=O)=[CH:37]1. Given the product [F:1][C:2]1[CH:7]=[CH:6][CH:5]=[CH:4][C:3]=1[C:8]1[N:17]2[C:11]([CH:12]([CH2:45][C:38]3[C:39]4[C:44](=[CH:43][CH:42]=[CH:41][CH:40]=4)[NH:36][CH:37]=3)[C:13](=[O:35])[N:14]([CH2:22][C:23]([N:25]([CH:32]([CH3:33])[CH3:34])[C:26]3[CH:27]=[CH:28][CH:29]=[CH:30][CH:31]=3)=[O:24])[C:15]3[CH:21]=[CH:20][CH:19]=[CH:18][C:16]=32)=[N:10][N:9]=1, predict the reactants needed to synthesize it.